This data is from Forward reaction prediction with 1.9M reactions from USPTO patents (1976-2016). The task is: Predict the product of the given reaction. (1) Given the reactants [I:1][CH3:2].[Cl:3][C:4]1[N:5]=[CH:6][N:7]([C:9]2[C:14]([F:15])=[CH:13][C:12]([NH:16][C:17]([NH2:19])=[S:18])=[CH:11][C:10]=2[F:20])[CH:8]=1, predict the reaction product. The product is: [IH:1].[Cl:3][C:4]1[N:5]=[CH:6][N:7]([C:9]2[C:10]([F:20])=[CH:11][C:12]([NH:16][C:17]([S:18][CH3:2])=[NH:19])=[CH:13][C:14]=2[F:15])[CH:8]=1. (2) Given the reactants [C:1]([O:5][C:6](=[O:15])[CH2:7][C@H:8]([CH2:12][CH:13]=[CH2:14])[C:9]([OH:11])=O)([CH3:4])([CH3:3])[CH3:2].[CH3:16][NH:17][C@@H:18]([CH3:27])[C@@H:19]([C:21]1[CH:26]=[CH:25][CH:24]=[CH:23][CH:22]=1)[OH:20].CO.C(Cl)Cl, predict the reaction product. The product is: [OH:20][C@H:19]([C:21]1[CH:26]=[CH:25][CH:24]=[CH:23][CH:22]=1)[C@@H:18]([N:17]([CH3:16])[C:9]([C@@H:8]([CH2:12][CH:13]=[CH2:14])[CH2:7][C:6]([O:5][C:1]([CH3:2])([CH3:3])[CH3:4])=[O:15])=[O:11])[CH3:27]. (3) Given the reactants [C:1]([O:5][C:6](=[O:34])[NH:7][CH2:8][CH2:9][CH2:10][NH:11][CH:12]([C:15]1[N:16]([CH2:26][C:27]2[CH:32]=[CH:31][CH:30]=[C:29]([F:33])[CH:28]=2)[C:17](=[O:25])[C:18]2[C:23]([CH3:24])=[N:22][S:21][C:19]=2[N:20]=1)[CH2:13][CH3:14])([CH3:4])([CH3:3])[CH3:2].C(N(C(C)C)CC)(C)C.[C:44]1([CH3:53])[CH:49]=[CH:48][C:47]([C:50](Cl)=[O:51])=[CH:46][CH:45]=1, predict the reaction product. The product is: [C:1]([O:5][C:6](=[O:34])[NH:7][CH2:8][CH2:9][CH2:10][N:11]([CH:12]([C:15]1[N:16]([CH2:26][C:27]2[CH:32]=[CH:31][CH:30]=[C:29]([F:33])[CH:28]=2)[C:17](=[O:25])[C:18]2[C:23]([CH3:24])=[N:22][S:21][C:19]=2[N:20]=1)[CH2:13][CH3:14])[C:50](=[O:51])[C:47]1[CH:48]=[CH:49][C:44]([CH3:53])=[CH:45][CH:46]=1)([CH3:2])([CH3:3])[CH3:4]. (4) Given the reactants [Cl:1][C:2]1[CH:3]=[CH:4][C:5]([O:10][CH2:11][C:12]2[CH:17]=[CH:16][C:15]([F:18])=[CH:14][C:13]=2[F:19])=[C:6]([CH:9]=1)[CH:7]=O.[NH2:20][OH:21].Cl, predict the reaction product. The product is: [Cl:1][C:2]1[CH:3]=[CH:4][C:5]([O:10][CH2:11][C:12]2[CH:17]=[CH:16][C:15]([F:18])=[CH:14][C:13]=2[F:19])=[C:6]([CH:9]=1)[CH:7]=[N:20][OH:21]. (5) Given the reactants [F:1][C:2]([F:15])([F:14])[O:3][C:4]1[CH:9]=[CH:8][C:7]([CH2:10][C:11]([OH:13])=O)=[CH:6][CH:5]=1.[CH3:16][C@H:17]1[CH2:22][NH:21][CH2:20][C@@H:19]([CH3:23])[NH:18]1.C(Cl)CCl, predict the reaction product. The product is: [CH3:16][C@H:17]1[NH:18][C@@H:19]([CH3:23])[CH2:20][N:21]([C:11](=[O:13])[CH2:10][C:7]2[CH:6]=[CH:5][C:4]([O:3][C:2]([F:1])([F:15])[F:14])=[CH:9][CH:8]=2)[CH2:22]1. (6) The product is: [CH3:22][O:21][C:18]1[CH:19]=[CH:20][C:15]([NH:14][CH2:13][CH2:12][NH:11][C:10]([C@@H:9]([NH:24][C:25](=[O:33])[C:26]2[CH:31]=[CH:30][CH:29]=[C:28]([CH3:32])[CH:27]=2)[CH2:8][C:5]2[CH:6]=[CH:7][C:2]([O:1][C:34]3[CH:39]=[CH:38][CH:37]=[CH:36][CH:35]=3)=[CH:3][CH:4]=2)=[O:23])=[CH:16][CH:17]=1. Given the reactants [OH:1][C:2]1[CH:7]=[CH:6][C:5]([CH2:8][C@H:9]([NH:24][C:25](=[O:33])[C:26]2[CH:31]=[CH:30][CH:29]=[C:28]([CH3:32])[CH:27]=2)[C:10](=[O:23])[NH:11][CH2:12][CH2:13][NH:14][C:15]2[CH:20]=[CH:19][C:18]([O:21][CH3:22])=[CH:17][CH:16]=2)=[CH:4][CH:3]=1.[C:34]1(B(O)O)[CH:39]=[CH:38][CH:37]=[CH:36][CH:35]=1.CCN(CC)CC, predict the reaction product. (7) Given the reactants [C:1]([O:5][C:6]([N:8]1[CH2:12][C@@H:11]([O:13][C:14]2[C:23]3[C:18](=[C:19]([CH3:26])[C:20]([O:24][CH3:25])=[CH:21][CH:22]=3)[N:17]=[C:16]([C:27]3[S:28][CH:29]=[C:30]([C:32]([F:35])([F:34])[F:33])[N:31]=3)[CH:15]=2)[CH2:10][C@H:9]1[C:36](O)=[O:37])=[O:7])([CH3:4])([CH3:3])[CH3:2].F[B-](F)(F)F.N1(OC(N(C)C)=[N+](C)C)C2C=CC=CC=2N=N1.S(C1C=CC(C)=CC=1)(O)(=O)=O.[CH3:72][NH:73][CH2:74][CH2:75][CH2:76][CH2:77][CH:78]=[CH:79]C.C(N(C(C)C)CC)(C)C, predict the reaction product. The product is: [CH2:74]([N:73]([CH3:72])[C:36]([C@@H:9]1[CH2:10][C@H:11]([O:13][C:14]2[C:23]3[C:18](=[C:19]([CH3:26])[C:20]([O:24][CH3:25])=[CH:21][CH:22]=3)[N:17]=[C:16]([C:27]3[S:28][CH:29]=[C:30]([C:32]([F:35])([F:34])[F:33])[N:31]=3)[CH:15]=2)[CH2:12][N:8]1[C:6]([O:5][C:1]([CH3:4])([CH3:2])[CH3:3])=[O:7])=[O:37])[CH2:75][CH2:76][CH2:77][CH:78]=[CH2:79]. (8) Given the reactants [Cl:1][C:2]1[CH:7]=[CH:6][C:5]([C:8]2([OH:41])[CH2:13][CH2:12][N:11]([CH2:14][CH2:15][CH:16]=[C:17]3[C:23]4[CH:24]=[CH:25][CH:26]=[N:27][C:22]=4[CH2:21][O:20][C:19]4[CH:28]=[CH:29][C:30]([O:32][C:33]([CH3:38])([CH3:37])[C:34]([OH:36])=O)=[CH:31][C:18]3=4)[CH2:10][C:9]2([CH3:40])[CH3:39])=[CH:4][CH:3]=1.Cl.C[N:44](C)CCCN=C=NCC.ON1C2C=CC=CC=2N=N1.[OH-].[NH4+], predict the reaction product. The product is: [Cl:1][C:2]1[CH:7]=[CH:6][C:5]([C:8]2([OH:41])[CH2:13][CH2:12][N:11]([CH2:14][CH2:15][CH:16]=[C:17]3[C:23]4=[CH:24][CH:25]=[CH:26][NH:27][C:22]4=[CH:21][O:20][C:19]4[CH:28]=[CH:29][C:30]([O:32][C:33]([CH3:37])([CH3:38])[C:34]([NH2:44])=[O:36])=[CH:31][C:18]3=4)[CH2:10][C:9]2([CH3:40])[CH3:39])=[CH:4][CH:3]=1. (9) Given the reactants Br[C:2]1[CH:7]=[CH:6][C:5]([C:8]2[O:12][N:11]=[C:10]([CH3:13])[C:9]=2[CH:14]=[O:15])=[CH:4][CH:3]=1.[CH2:16]([O:18][C:19]([CH2:21][CH2:22][C:23]1[CH:28]=[CH:27][C:26](B(O)O)=[CH:25][CH:24]=1)=[O:20])[CH3:17], predict the reaction product. The product is: [CH2:16]([O:18][C:19](=[O:20])[CH2:21][CH2:22][C:23]1[CH:28]=[CH:27][C:26]([C:2]2[CH:7]=[CH:6][C:5]([C:8]3[O:12][N:11]=[C:10]([CH3:13])[C:9]=3[CH:14]=[O:15])=[CH:4][CH:3]=2)=[CH:25][CH:24]=1)[CH3:17]. (10) Given the reactants [C:1]([O:5][C:6](=[O:19])[C:7]([S:10][C:11]1[S:12][CH:13]=[C:14]([CH2:16][CH2:17][OH:18])[N:15]=1)([CH3:9])[CH3:8])([CH3:4])([CH3:3])[CH3:2].[Br:20][C:21]1[CH:26]=[CH:25][C:24](O)=[C:23]([F:28])[CH:22]=1.C1(P(C2C=CC=CC=2)C2C=CC=CC=2)C=CC=CC=1.[N+](C(OCC)=O)(C(OCC)=O)=[N-], predict the reaction product. The product is: [C:1]([O:5][C:6](=[O:19])[C:7]([S:10][C:11]1[S:12][CH:13]=[C:14]([CH2:16][CH2:17][O:18][C:24]2[CH:25]=[CH:26][C:21]([Br:20])=[CH:22][C:23]=2[F:28])[N:15]=1)([CH3:9])[CH3:8])([CH3:2])([CH3:4])[CH3:3].